Dataset: Reaction yield outcomes from USPTO patents with 853,638 reactions. Task: Predict the reaction yield, written as a fraction of the theoretical maximum amount of product (1.0 means a 100% yield; for example, 0.34 means a 34% yield). (1) The reactants are [NH2:1][CH:2]([CH:14]([CH3:17])[CH2:15][CH3:16])[C:3]([NH:5][CH2:6][CH2:7][N:8]1[CH2:13][CH2:12][O:11][CH2:10][CH2:9]1)=[O:4].C(O)C.[S:21](=[O:25])(=[O:24])([OH:23])[OH:22]. The catalyst is C(O)(C)C. The product is [S:21]([O:23][S:21]([OH:24])(=[O:23])=[O:22])([OH:22])(=[O:25])=[O:24].[NH2:1][CH:2]([CH:14]([CH3:17])[CH2:15][CH3:16])[C:3]([NH:5][CH2:6][CH2:7][N:8]1[CH2:13][CH2:12][O:11][CH2:10][CH2:9]1)=[O:4]. The yield is 0.750. (2) The reactants are Cl.[C:2]([NH2:5])(=[NH:4])[CH3:3].[O-]CC.[Na+].[C:10]([C:12]1[CH:17]=[CH:16][CH:15]=[CH:14][C:13]=1[C:18]1[CH:23]=[CH:22][C:21]([CH2:24][CH:25]([C:31](OCC)=[O:32])[C:26](OCC)=[O:27])=[CH:20][CH:19]=1)#[N:11].O1CCOCC1. The catalyst is C(O)C. The product is [OH:32][C:31]1[N:4]=[C:2]([CH3:3])[NH:5][C:26](=[O:27])[C:25]=1[CH2:24][C:21]1[CH:22]=[CH:23][C:18]([C:13]2[C:12]([C:10]#[N:11])=[CH:17][CH:16]=[CH:15][CH:14]=2)=[CH:19][CH:20]=1. The yield is 0.400. (3) The catalyst is C1C=CC([P]([Pd]([P](C2C=CC=CC=2)(C2C=CC=CC=2)C2C=CC=CC=2)([P](C2C=CC=CC=2)(C2C=CC=CC=2)C2C=CC=CC=2)[P](C2C=CC=CC=2)(C2C=CC=CC=2)C2C=CC=CC=2)(C2C=CC=CC=2)C2C=CC=CC=2)=CC=1.O. The yield is 0.820. The product is [CH3:17][CH:13]1[CH:14]([CH3:16])[O:15][C:11]2([CH2:18][C:19]([CH3:24])([C:20]([F:21])([F:23])[F:22])[C:8](/[CH:6]=[CH:7]/[Sn:31]([CH2:32][CH2:33][CH2:34][CH3:35])([CH2:36][CH2:37][CH2:38][CH3:39])[CH2:27][CH2:28][CH2:29][CH3:30])([OH:26])[C:9]([CH3:25])=[CH:10]2)[O:12]1. The reactants are O1CCCC1.[C:6]([C:8]1([OH:26])[C:19]([CH3:24])([C:20]([F:23])([F:22])[F:21])[CH2:18][C:11]2([O:15][CH:14]([CH3:16])[CH:13]([CH3:17])[O:12]2)[CH:10]=[C:9]1[CH3:25])#[CH:7].[CH2:27]([SnH:31]([CH2:36][CH2:37][CH2:38][CH3:39])[CH2:32][CH2:33][CH2:34][CH3:35])[CH2:28][CH2:29][CH3:30]. (4) No catalyst specified. The yield is 0.730. The product is [Cl:1][C:2]1[CH:3]=[C:4]([C@H:8]([N:13]2[C:21]3[C:16](=[CH:17][CH:18]=[CH:19][CH:20]=3)[CH2:15][CH2:14]2)[C@H:9]([OH:10])[CH2:11][OH:12])[CH:5]=[CH:6][CH:7]=1. The reactants are [Cl:1][C:2]1[CH:3]=[C:4]([C@H:8]2[O:10][C@@H:9]2[CH2:11][OH:12])[CH:5]=[CH:6][CH:7]=1.[NH:13]1[C:21]2[C:16](=[CH:17][CH:18]=[CH:19][CH:20]=2)[CH2:15][CH2:14]1. (5) The reactants are C([O-])(O)=O.[Na+].[NH:6]1[C:14]2[C:9](=[CH:10][CH:11]=[CH:12][CH:13]=2)[CH2:8][CH2:7]1.[C:15](Cl)(=[O:17])[CH3:16]. The catalyst is C(Cl)Cl. The product is [N:6]1([C:15](=[O:17])[CH3:16])[C:14]2[C:9](=[CH:10][CH:11]=[CH:12][CH:13]=2)[CH2:8][CH2:7]1. The yield is 1.00. (6) The reactants are [CH3:1][C:2]1[CH:7]=[CH:6][C:5]([C:8]2[C:9]([C:14]([OH:16])=[O:15])=[CH:10][CH:11]=[CH:12][CH:13]=2)=[CH:4][CH:3]=1.[CH3:17][Si](C=[N+]=[N-])(C)C. The catalyst is CO. The product is [CH3:1][C:2]1[CH:7]=[CH:6][C:5]([C:8]2[C:9]([C:14]([O:16][CH3:17])=[O:15])=[CH:10][CH:11]=[CH:12][CH:13]=2)=[CH:4][CH:3]=1. The yield is 0.970.